From a dataset of Full USPTO retrosynthesis dataset with 1.9M reactions from patents (1976-2016). Predict the reactants needed to synthesize the given product. (1) Given the product [CH3:26][C:27]1([CH3:39])[CH2:31][C:30]2[CH:32]=[C:33]([N:7]3[C:2](=[O:1])[C:3]([CH2:11][C:12]4[CH:17]=[CH:16][C:15]([C:18]5[C:19]([C:24]#[N:25])=[CH:20][CH:21]=[CH:22][CH:23]=5)=[CH:14][CH:13]=4)=[C:4]([CH2:8][CH2:9][CH3:10])[N:5]=[CH:6]3)[CH:34]=[CH:35][C:29]=2[O:28]1, predict the reactants needed to synthesize it. The reactants are: [O:1]=[C:2]1[NH:7][CH:6]=[N:5][C:4]([CH2:8][CH2:9][CH3:10])=[C:3]1[CH2:11][C:12]1[CH:17]=[CH:16][C:15]([C:18]2[C:19]([C:24]#[N:25])=[CH:20][CH:21]=[CH:22][CH:23]=2)=[CH:14][CH:13]=1.[CH3:26][C:27]1([CH3:39])[CH2:31][C:30]2[CH:32]=[C:33](B(O)O)[CH:34]=[CH:35][C:29]=2[O:28]1.C(N(CC)CC)C.N1C=CC=CC=1. (2) Given the product [CH3:1][C:2]1[CH:3]=[CH:4][CH:5]=[C:6]2[C:11]=1[CH:10]=[N:9][CH:8]=[CH:7]2, predict the reactants needed to synthesize it. The reactants are: [CH3:1][C:2]1[C:11]2[CH:10]=[N:9][CH:8]=[CH:7][C:6]=2[C:5](S(N2CCCNCC2)(=O)=O)=[CH:4][CH:3]=1.CC1C=CC=CC=1C=O.COC(OC)CN. (3) Given the product [C:50]([N:21]1[CH2:22][C@@H:23]([N:31]([CH:38]2[CH2:39][CH2:40][C:41]([CH3:45])([CH3:44])[CH2:42][CH2:43]2)[C:32](=[O:37])[C:33]([CH3:36])([CH3:34])[CH3:35])[CH2:24][C@@H:25]1[C:26]1[S:27][CH:28]=[CH:29][N:30]=1)([O:53][C:59]([CH3:58])([CH3:60])[CH3:47])=[O:51], predict the reactants needed to synthesize it. The reactants are: Cl.C(N1C[C@@H](C2C=CC(F)=CC=2F)[C@H](C([N:21]2[C@@H:25]([C:26]3[S:27][CH:28]=[CH:29][N:30]=3)[CH2:24][C@H:23]([N:31]([CH:38]3[CH2:43][CH2:42][C:41]([CH3:45])([CH3:44])[CH2:40][CH2:39]3)[C:32](=[O:37])[C:33]([CH3:36])([CH3:35])[CH3:34])[CH2:22]2)=O)C1)(C)(C)C.Cl[CH2:47]C=O.[C:50]([O-:53])(O)=[O:51].[Na+].N1[CH:60]=[CH:59][CH:58]=CC=1.C(OC(C(F)(F)F)=O)(C(F)(F)F)=O.